Binary Classification. Given a T-cell receptor sequence (or CDR3 region) and an epitope sequence, predict whether binding occurs between them. From a dataset of TCR-epitope binding with 47,182 pairs between 192 epitopes and 23,139 TCRs. (1) The epitope is KAYNVTQAF. The TCR CDR3 sequence is CASTNLADSVYGYTF. Result: 1 (the TCR binds to the epitope). (2) The epitope is LLDFVRFMGV. The TCR CDR3 sequence is CASSPDYGGTTF. Result: 0 (the TCR does not bind to the epitope). (3) The epitope is EHPTFTSQYRIQGKL. The TCR CDR3 sequence is CASSGGSGGLSDTQYF. Result: 0 (the TCR does not bind to the epitope). (4) Result: 0 (the TCR does not bind to the epitope). The epitope is TEKSNIIRGW. The TCR CDR3 sequence is CASSYSIVGADGYTF. (5) The epitope is VLWAHGFEL. The TCR CDR3 sequence is CASSLAGNRAEAFF. Result: 0 (the TCR does not bind to the epitope).